Dataset: Catalyst prediction with 721,799 reactions and 888 catalyst types from USPTO. Task: Predict which catalyst facilitates the given reaction. (1) Reactant: [CH2:1]=[CH:2][C:3]1[CH:8]=[CH:7][CH:6]=[CH:5][CH:4]=1.C([Li])CCC.C=CC=C. Product: [CH2:1]=[CH:2][CH:3]=[CH2:4].[CH2:1]=[CH:2][C:3]1[CH:8]=[CH:7][CH:6]=[CH:5][CH:4]=1. The catalyst class is: 244. (2) Reactant: I[CH2:2][C:3]([N:6]1[CH:10]=[C:9]([N+:11]([O-:13])=[O:12])[CH:8]=[N:7]1)([CH3:5])[CH3:4].[N-:14]=[N+:15]=[N-:16].[Na+].O. Product: [N:14]([CH2:2][C:3]([N:6]1[CH:10]=[C:9]([N+:11]([O-:13])=[O:12])[CH:8]=[N:7]1)([CH3:5])[CH3:4])=[N+:15]=[N-:16]. The catalyst class is: 9. (3) Reactant: [C:1]([NH:9][C:10]1[C:11]2[N:12]=[CH:13][N:14]([C:30]=2[N:31]=[CH:32][N:33]=1)[C@@H:15]1[O:29][C@H:19]([CH2:20][O:21][Si:22]([C:25]([CH3:28])([CH3:27])[CH3:26])([CH3:24])[CH3:23])[C@@H:17]([OH:18])[CH2:16]1)(=[O:8])[C:2]1[CH:7]=[CH:6][CH:5]=[CH:4][CH:3]=1.[CH3:34][O:35][C:36]1[CH:57]=[CH:56][C:39]([C:40](Cl)([C:49]2[CH:54]=[CH:53][CH:52]=[CH:51][CH:50]=2)[C:41]2[CH:46]=[CH:45][C:44]([O:47][CH3:48])=[CH:43][CH:42]=2)=[CH:38][CH:37]=1.C(=O)([O-])O.[Na+]. Product: [C:1]([NH:9][C:10]1[C:11]2[N:12]=[CH:13][N:14]([C:30]=2[N:31]=[CH:32][N:33]=1)[C@@H:15]1[O:29][C@H:19]([CH2:20][O:21][Si:22]([C:25]([CH3:26])([CH3:27])[CH3:28])([CH3:24])[CH3:23])[C@@H:17]([O:18][C:40]([C:49]2[CH:54]=[CH:53][CH:52]=[CH:51][CH:50]=2)([C:41]2[CH:46]=[CH:45][C:44]([O:47][CH3:48])=[CH:43][CH:42]=2)[C:39]2[CH:38]=[CH:37][C:36]([O:35][CH3:34])=[CH:57][CH:56]=2)[CH2:16]1)(=[O:8])[C:2]1[CH:3]=[CH:4][CH:5]=[CH:6][CH:7]=1. The catalyst class is: 17.